From a dataset of Reaction yield outcomes from USPTO patents with 853,638 reactions. Predict the reaction yield, written as a fraction of the theoretical maximum amount of product (1.0 means a 100% yield; for example, 0.34 means a 34% yield). (1) The reactants are [F:1][C:2]1[CH:3]=[C:4]([CH:6]=[C:7]([O:9][CH3:10])[CH:8]=1)[NH2:5].Br.Br[CH:13]([C:15]1[CH:16]=[C:17]([C:32]([N:34]([CH3:36])[CH3:35])=[O:33])[CH:18]=[C:19]2[C:24]=1[O:23][C:22]([N:25]1[CH2:30][CH2:29][O:28][CH2:27][CH2:26]1)=[CH:21][C:20]2=[O:31])[CH3:14]. No catalyst specified. The product is [F:1][C:2]1[CH:3]=[C:4]([NH:5][CH:13]([C:15]2[CH:16]=[C:17]([C:32]([N:34]([CH3:36])[CH3:35])=[O:33])[CH:18]=[C:19]3[C:24]=2[O:23][C:22]([N:25]2[CH2:30][CH2:29][O:28][CH2:27][CH2:26]2)=[CH:21][C:20]3=[O:31])[CH3:14])[CH:6]=[C:7]([O:9][CH3:10])[CH:8]=1. The yield is 0.630. (2) The reactants are [CH3:1][O:2][C:3]([CH:5]1[CH:9]([OH:10])[CH2:8][CH2:7][N:6]1[C:11]([O:13][C:14]([CH3:17])([CH3:16])[CH3:15])=[O:12])=[O:4].N1C=CN=C1.[Si:23](Cl)([C:26]([CH3:29])([CH3:28])[CH3:27])([CH3:25])[CH3:24]. The catalyst is C(Cl)Cl.Cl. The product is [CH3:1][O:2][C:3]([CH:5]1[CH:9]([O:10][Si:23]([C:26]([CH3:29])([CH3:28])[CH3:27])([CH3:25])[CH3:24])[CH2:8][CH2:7][N:6]1[C:11]([O:13][C:14]([CH3:17])([CH3:16])[CH3:15])=[O:12])=[O:4]. The yield is 0.990. (3) The reactants are [F:1][C:2]1[CH:7]=[C:6]([N+:8]([O-:10])=[O:9])[C:5]([O:11][CH3:12])=[CH:4][C:3]=1F.[CH3:14][N:15]1[CH2:20][CH2:19][N:18]([CH:21]2[CH2:26][CH2:25][NH:24][CH2:23][CH2:22]2)[CH2:17][CH2:16]1.C([O-])(O)=O.[Na+]. The catalyst is CS(C)=O. The product is [F:1][C:2]1[CH:7]=[C:6]([N+:8]([O-:10])=[O:9])[C:5]([O:11][CH3:12])=[CH:4][C:3]=1[N:24]1[CH2:23][CH2:22][CH:21]([N:18]2[CH2:17][CH2:16][N:15]([CH3:14])[CH2:20][CH2:19]2)[CH2:26][CH2:25]1. The yield is 0.900. (4) The reactants are Cl[C:2]1[CH:3]=[N:4][C:5]2[C:10]([N:11]=1)=[CH:9][C:8]([C:12]([N:14]([O:16][CH3:17])[CH3:15])=[O:13])=[CH:7][CH:6]=2.[Cl:18][C:19]1[CH:24]=[CH:23][C:22](B(O)O)=[CH:21][CH:20]=1.C([O-])([O-])=O.[Na+].[Na+]. The catalyst is O1CCOCC1.O. The product is [Cl:18][C:19]1[CH:24]=[CH:23][C:22]([C:2]2[CH:3]=[N:4][C:5]3[C:10]([N:11]=2)=[CH:9][C:8]([C:12]([N:14]([O:16][CH3:17])[CH3:15])=[O:13])=[CH:7][CH:6]=3)=[CH:21][CH:20]=1. The yield is 0.610.